From a dataset of Full USPTO retrosynthesis dataset with 1.9M reactions from patents (1976-2016). Predict the reactants needed to synthesize the given product. Given the product [O:17]([C:14]1[CH:13]=[CH:12][C:11]([C:10]2[C:3]3[C:4](=[N:5][CH:6]=[N:7][C:2]=3[NH2:1])[N:8]([CH:24]3[CH2:37][C:26]4([CH2:29][NH:28][CH2:27]4)[CH2:25]3)[N:9]=2)=[CH:16][CH:15]=1)[C:18]1[CH:19]=[CH:20][CH:21]=[CH:22][CH:23]=1, predict the reactants needed to synthesize it. The reactants are: [NH2:1][C:2]1[N:7]=[CH:6][N:5]=[C:4]2[N:8]([CH:24]3[CH2:37][C:26]4([CH2:29][N:28](C(OC(C)(C)C)=O)[CH2:27]4)[CH2:25]3)[N:9]=[C:10]([C:11]3[CH:16]=[CH:15][C:14]([O:17][C:18]4[CH:23]=[CH:22][CH:21]=[CH:20][CH:19]=4)=[CH:13][CH:12]=3)[C:3]=12.